Dataset: Reaction yield outcomes from USPTO patents with 853,638 reactions. Task: Predict the reaction yield, written as a fraction of the theoretical maximum amount of product (1.0 means a 100% yield; for example, 0.34 means a 34% yield). (1) The reactants are I[C:2]1[CH:7]=[C:6]([N+:8]([O-:10])=[O:9])[CH:5]=[C:4]([I:11])[C:3]=1[OH:12].[C:13]([CH:15]1[CH2:17][CH2:16]1)#[CH:14].O. The catalyst is N1C=CC=CC=1. The product is [CH:15]1([C:13]2[O:12][C:3]3[C:4]([I:11])=[CH:5][C:6]([N+:8]([O-:10])=[O:9])=[CH:7][C:2]=3[CH:14]=2)[CH2:17][CH2:16]1. The yield is 0.780. (2) The reactants are C[Mg]I.[Cl:4][C:5]1[CH:6]=[CH:7][C:8]([F:18])=[C:9]([C:11]2[O:15][N:14]=[C:13]([CH:16]=[O:17])[CH:12]=2)[CH:10]=1.[C:19](OCC)(=O)C.[Cl-].[NH4+]. The catalyst is C1COCC1. The product is [Cl:4][C:5]1[CH:6]=[CH:7][C:8]([F:18])=[C:9]([C:11]2[O:15][N:14]=[C:13]([CH:16]([OH:17])[CH3:19])[CH:12]=2)[CH:10]=1. The yield is 0.683. (3) The reactants are [Br:1][C:2]1[CH:11]=[C:10]2[C:5]([N:6]=[CH:7][C:8](=O)[NH:9]2)=[CH:4][CH:3]=1.P(Cl)(Cl)([Cl:15])=O. No catalyst specified. The product is [Br:1][C:2]1[CH:11]=[C:10]2[C:5]([N:6]=[CH:7][C:8]([Cl:15])=[N:9]2)=[CH:4][CH:3]=1. The yield is 0.960. (4) The reactants are [F:1][C:2]1[CH:3]=[C:4]([CH:7]=[CH:8][C:9]=1[N+:10]([O-:12])=[O:11])[CH:5]=O.Cl.[NH2:14][OH:15]. The catalyst is C(O)C. The product is [F:1][C:2]1[CH:3]=[C:4]([CH:7]=[CH:8][C:9]=1[N+:10]([O-:12])=[O:11])[CH:5]=[N:14][OH:15]. The yield is 0.774. (5) The reactants are [I:1][C:2]1[CH:7]=[CH:6][NH:5][C:4](=[O:8])[CH:3]=1.C1C=CN=C(C2C=[CH:17][CH:18]=[CH:19]N=2)C=1.C1(B(O)O)CC1.C([O-])([O-])=O.[Na+].[Na+]. The catalyst is ClC(Cl)C.CC([O-])=O.CC([O-])=O.[Cu+2]. The product is [CH:17]1([N:5]2[CH:6]=[CH:7][C:2]([I:1])=[CH:3][C:4]2=[O:8])[CH2:18][CH2:19]1. The yield is 0.810.